From a dataset of Forward reaction prediction with 1.9M reactions from USPTO patents (1976-2016). Predict the product of the given reaction. (1) The product is: [CH3:1][O:2][C:3]1[CH:35]=[C:34]([O:36][CH3:37])[CH:33]=[CH:32][C:4]=1[CH2:5][N:6]1[C:11]([C:12]2[CH:13]=[C:14]3[C:18](=[CH:19][CH:20]=2)[N:17]([CH3:21])[C:16]([CH2:22][CH2:23][O:24][S:46]([CH3:45])(=[O:48])=[O:47])=[CH:15]3)=[C:10]([CH2:25][CH3:26])[CH:9]=[C:8]([C:27]([O:29][CH3:30])=[O:28])[C:7]1=[O:31]. Given the reactants [CH3:1][O:2][C:3]1[CH:35]=[C:34]([O:36][CH3:37])[CH:33]=[CH:32][C:4]=1[CH2:5][N:6]1[C:11]([C:12]2[CH:13]=[C:14]3[C:18](=[CH:19][CH:20]=2)[N:17]([CH3:21])[C:16]([CH2:22][CH2:23][OH:24])=[CH:15]3)=[C:10]([CH2:25][CH3:26])[CH:9]=[C:8]([C:27]([O:29][CH3:30])=[O:28])[C:7]1=[O:31].CCN(CC)CC.[CH3:45][S:46](Cl)(=[O:48])=[O:47], predict the reaction product. (2) Given the reactants C([O:8][C:9]([C:11]1[N:12]=[C:13]([CH2:29][O:30][CH3:31])[C:14]2[C:19]([C:20]=1[O:21][CH2:22][C:23]1[CH:28]=[CH:27][CH:26]=[CH:25][CH:24]=1)=[CH:18][CH:17]=[CH:16][CH:15]=2)=[O:10])C1C=CC=CC=1.[OH-].[K+], predict the reaction product. The product is: [CH2:22]([O:21][C:20]1[C:19]2[C:14](=[CH:15][CH:16]=[CH:17][CH:18]=2)[C:13]([CH2:29][O:30][CH3:31])=[N:12][C:11]=1[C:9]([OH:10])=[O:8])[C:23]1[CH:28]=[CH:27][CH:26]=[CH:25][CH:24]=1.